Dataset: Full USPTO retrosynthesis dataset with 1.9M reactions from patents (1976-2016). Task: Predict the reactants needed to synthesize the given product. (1) Given the product [C:31](/[CH:30]=[CH:22]/[C:20]1[N:21]=[C:17]([S:16][CH2:15][C:14]([NH:13][CH2:12][C@@H:8]2[O:9][CH2:10][CH2:11][N:6]([CH2:5][C:4]3[CH:25]=[CH:26][C:27]([Cl:28])=[C:2]([Cl:1])[CH:3]=3)[CH2:7]2)=[O:24])[S:18][CH:19]=1)([OH:33])=[O:32], predict the reactants needed to synthesize it. The reactants are: [Cl:1][C:2]1[CH:3]=[C:4]([CH:25]=[CH:26][C:27]=1[Cl:28])[CH2:5][N:6]1[CH2:11][CH2:10][O:9][C@@H:8]([CH2:12][NH:13][C:14](=[O:24])[CH2:15][S:16][C:17]2[S:18][CH:19]=[C:20]([CH:22]=O)[N:21]=2)[CH2:7]1.C(O)(=O)[CH2:30][C:31]([OH:33])=[O:32].N1CCCCC1.Cl. (2) Given the product [Br:7][C:6]1[CH:5]=[CH:4][S:3][C:2]=1[C:13]1[CH:14]=[CH:15][C:10]([O:9][CH3:8])=[CH:11][CH:12]=1, predict the reactants needed to synthesize it. The reactants are: Br[C:2]1[S:3][CH:4]=[CH:5][C:6]=1[Br:7].[CH3:8][O:9][C:10]1[CH:15]=[CH:14][C:13](B(O)O)=[CH:12][CH:11]=1.CCCCCC. (3) The reactants are: [OH:1][C:2]1[CH:18]=[CH:17][C:5]([O:6][CH2:7][CH2:8][CH2:9][CH2:10][CH2:11][C:12]([O:14][CH2:15][CH3:16])=[O:13])=[CH:4][CH:3]=1.C(O[K])(C)(C)C.[CH3:25][N:26]1[C:34]2[C:33]3=[C:35](S(C)(=O)=O)[S:36][C:37]([C:38]([O:40][C:41]([CH3:44])([CH3:43])[CH3:42])=[O:39])=[C:32]3[CH2:31][CH2:30][C:29]=2[CH:28]=[N:27]1.C(O)(=O)C(O)=O. Given the product [CH2:15]([O:14][C:12](=[O:13])[CH2:11][CH2:10][CH2:9][CH2:8][CH2:7][O:6][C:5]1[CH:4]=[CH:3][C:2]([O:1][C:35]2[S:36][C:37]([C:38]([O:40][C:41]([CH3:44])([CH3:43])[CH3:42])=[O:39])=[C:32]3[C:33]=2[C:34]2[N:26]([CH3:25])[N:27]=[CH:28][C:29]=2[CH2:30][CH2:31]3)=[CH:18][CH:17]=1)[CH3:16], predict the reactants needed to synthesize it. (4) Given the product [O:33]1[C:37]2([CH2:42][CH2:41][N:40]([C:15]([N:13]3[CH2:14][CH:9]([C:6]4[CH:5]=[CH:4][C:3]([C:2]([F:1])([F:31])[F:32])=[CH:8][CH:7]=4)[CH2:10][CH:11]([C:27]([O:29][CH3:30])=[O:28])[CH2:12]3)=[O:16])[CH2:39][CH2:38]2)[O:36][CH2:35][CH2:34]1, predict the reactants needed to synthesize it. The reactants are: [F:1][C:2]([F:32])([F:31])[C:3]1[CH:8]=[CH:7][C:6]([CH:9]2[CH2:14][N:13]([C:15](OC3C=CC([N+]([O-])=O)=CC=3)=[O:16])[CH2:12][CH:11]([C:27]([O:29][CH3:30])=[O:28])[CH2:10]2)=[CH:5][CH:4]=1.[O:33]1[C:37]2([CH2:42][CH2:41][NH:40][CH2:39][CH2:38]2)[O:36][CH2:35][CH2:34]1.C(=O)([O-])[O-].[K+].[K+].